From a dataset of Peptide-MHC class I binding affinity with 185,985 pairs from IEDB/IMGT. Regression. Given a peptide amino acid sequence and an MHC pseudo amino acid sequence, predict their binding affinity value. This is MHC class I binding data. The peptide sequence is FTLINWRSV. The MHC is HLA-B58:01 with pseudo-sequence HLA-B58:01. The binding affinity (normalized) is 0.213.